From a dataset of Forward reaction prediction with 1.9M reactions from USPTO patents (1976-2016). Predict the product of the given reaction. (1) Given the reactants [C:1]([N:9]1[CH2:13][CH2:12][C@@H:11](NC)[CH2:10]1)(=O)[C:2]1[CH:7]=[CH:6][CH:5]=[CH:4][CH:3]=1.Br[CH2:17][C:18]([N:20]([C:27]1[CH:32]=[CH:31][CH:30]=[CH:29][CH:28]=1)[C:21]1[CH:26]=[CH:25][CH:24]=[CH:23][CH:22]=1)=[O:19].C([O-])(O)=O.[Na+].C[C:39]#[N:40], predict the reaction product. The product is: [CH2:1]([N:9]1[CH2:13][CH2:12][C@H:11]([CH2:39][NH:40][CH2:17][C:18]([N:20]([C:27]2[CH:32]=[CH:31][CH:30]=[CH:29][CH:28]=2)[C:21]2[CH:26]=[CH:25][CH:24]=[CH:23][CH:22]=2)=[O:19])[CH2:10]1)[C:2]1[CH:3]=[CH:4][CH:5]=[CH:6][CH:7]=1. (2) Given the reactants Br[C:2]1[CH:7]=[CH:6][CH:5]=[CH:4][CH:3]=1.[NH:8]1[CH2:13][CH2:12][CH2:11][CH2:10][CH2:9]1, predict the reaction product. The product is: [C:2]1([N:8]2[CH2:13][CH2:12][CH2:11][CH2:10][CH2:9]2)[CH:7]=[CH:6][CH:5]=[CH:4][CH:3]=1. (3) Given the reactants C(=O)([O-])[O-].[K+].[K+].[NH2:7][C:8]1[CH:13]=[CH:12][C:11]([OH:14])=[CH:10][C:9]=1[N+:15]([O-:17])=[O:16].Br[CH2:19][CH2:20][O:21][CH3:22], predict the reaction product. The product is: [CH3:22][O:21][CH2:20][CH2:19][O:14][C:11]1[CH:12]=[CH:13][C:8]([NH2:7])=[C:9]([N+:15]([O-:17])=[O:16])[CH:10]=1. (4) Given the reactants [CH2:1](Br)[C:2]1[CH:7]=[CH:6][CH:5]=[CH:4][CH:3]=1.[Br:9][C:10]1[CH:15]=[C:14]([C:16]([F:19])([F:18])[F:17])[CH:13]=[CH:12][C:11]=1[OH:20].C(=O)([O-])[O-].[K+].[K+].N1CCCCC1, predict the reaction product. The product is: [Br:9][C:10]1[CH:15]=[C:14]([C:16]([F:18])([F:19])[F:17])[CH:13]=[CH:12][C:11]=1[O:20][CH2:1][C:2]1[CH:7]=[CH:6][CH:5]=[CH:4][CH:3]=1. (5) The product is: [ClH:2].[ClH:1].[Cl:46][C:43]1[CH:42]=[CH:41][C:40](/[CH:39]=[CH:38]/[CH:37]=[CH:36]/[C:35]([N:32]2[CH2:33][CH2:34][N:29]([CH2:28][CH:25]3[CH2:26][CH2:27][CH:22]([CH2:21][N:18]4[CH2:19][CH2:20][N:15]([C:13](=[O:14])/[CH:12]=[CH:11]/[CH:10]=[CH:9]/[C:6]5[CH:5]=[CH:4][C:3]([Cl:2])=[CH:8][CH:7]=5)[CH2:16][CH2:17]4)[CH2:23][CH2:24]3)[CH2:30][CH2:31]2)=[O:47])=[CH:45][CH:44]=1. Given the reactants [ClH:1].[Cl:2][C:3]1[CH:8]=[CH:7][C:6](/[CH:9]=[CH:10]/[CH:11]=[CH:12]/[C:13]([N:15]2[CH2:20][CH2:19][N:18]([CH2:21][CH:22]3[CH2:27][CH2:26][CH:25]([CH2:28][N:29]4[CH2:34][CH2:33][N:32]([C:35](=[O:47])/[CH:36]=[CH:37]/[CH:38]=[CH:39]/[C:40]5[CH:45]=[CH:44][C:43]([Cl:46])=[CH:42][CH:41]=5)[CH2:31][CH2:30]4)[CH2:24][CH2:23]3)[CH2:17][CH2:16]2)=[O:14])=[CH:5][CH:4]=1, predict the reaction product.